Dataset: Catalyst prediction with 721,799 reactions and 888 catalyst types from USPTO. Task: Predict which catalyst facilitates the given reaction. (1) Reactant: [F:1][C:2]([F:18])([F:17])[C:3]1[CH:12]=[C:11]2[C:6]([CH:7]=[CH:8][C:9]([NH:13][C:14](=[O:16])[CH3:15])=[CH:10]2)=[CH:5][CH:4]=1.[Cl:19]N1C(=O)CCC1=O.Cl. Product: [Cl:19][C:10]1[C:11]2[C:6](=[CH:5][CH:4]=[C:3]([C:2]([F:17])([F:18])[F:1])[CH:12]=2)[CH:7]=[CH:8][C:9]=1[NH:13][C:14](=[O:16])[CH3:15]. The catalyst class is: 15. (2) Reactant: C[O:2][C:3]([C:5]1[CH:6]=[C:7]([C:12]2[CH:17]=[CH:16][C:15]([CH3:18])=[CH:14][CH:13]=2)[CH:8]=[C:9]([I:11])[CH:10]=1)=[O:4].[OH-].[Na+].Cl. Product: [I:11][C:9]1[CH:10]=[C:5]([C:3]([OH:4])=[O:2])[CH:6]=[C:7]([C:12]2[CH:13]=[CH:14][C:15]([CH3:18])=[CH:16][CH:17]=2)[CH:8]=1. The catalyst class is: 5. (3) Reactant: C([O:3][C:4]([C:6]1[NH:7][C:8]2[C:13]([CH:14]=1)=[C:12]([O:15][C:16]1[CH:21]=[CH:20][C:19]([F:22])=[CH:18][CH:17]=1)[CH:11]=[CH:10][CH:9]=2)=[O:5])C.[Li+].[OH-]. Product: [F:22][C:19]1[CH:18]=[CH:17][C:16]([O:15][C:12]2[CH:11]=[CH:10][CH:9]=[C:8]3[C:13]=2[CH:14]=[C:6]([C:4]([OH:5])=[O:3])[NH:7]3)=[CH:21][CH:20]=1. The catalyst class is: 24. (4) Reactant: CC(NC)(C)[C:3]([O:5][CH2:6][C:7]1[CH:12]=[CH:11][CH:10]=[CH:9][CH:8]=1)=[O:4].[CH2:16]([N:18]([CH:22](C)C)[CH:19]([CH3:21])[CH3:20])C.[C:25]([C:28]1[N:33]=[C:32]([C:34]2[CH:39]=[CH:38][C:37]([C:40]3[CH:45]=[CH:44][C:43]([CH2:46]C(O)=O)=[CH:42][C:41]=3[Cl:50])=[CH:36][CH:35]=2)[C:31]([CH3:51])=[N:30][C:29]=1[CH3:52])(=[O:27])[NH2:26].Cl.CN(C)CCCN=C=NCC.N1([OH:74])C2C=CC=CC=2N=N1. Product: [C:25]([C:28]1[N:33]=[C:32]([C:34]2[CH:35]=[CH:36][C:37]([C:40]3[CH:45]=[CH:44][C:43]([CH2:46][C:16]([N:18]([C:19]([CH3:20])([CH3:21])[C:3]([O:5][CH2:6][C:7]4[CH:12]=[CH:11][CH:10]=[CH:9][CH:8]=4)=[O:4])[CH3:22])=[O:74])=[CH:42][C:41]=3[Cl:50])=[CH:38][CH:39]=2)[C:31]([CH3:51])=[N:30][C:29]=1[CH3:52])(=[O:27])[NH2:26]. The catalyst class is: 3. (5) Reactant: Cl[C:2]1[CH:3]=[C:4]([C:11]2[CH:12]=[N:13][CH:14]=[CH:15][C:16]=2[CH3:17])[C:5]2[N:6]([CH:8]=[CH:9][N:10]=2)[N:7]=1.C([O-])=O.[NH4+]. Product: [CH3:17][C:16]1[CH:15]=[CH:14][N:13]=[CH:12][C:11]=1[C:4]1[C:5]2[N:6]([CH:8]=[CH:9][N:10]=2)[N:7]=[CH:2][CH:3]=1. The catalyst class is: 261. (6) Reactant: [F:1][C:2]1[CH:3]=[C:4]([N:9]([CH3:11])[CH3:10])[CH:5]=[C:6]([CH3:8])[CH:7]=1.C([O-])(=O)C.[NH4+].[Br:17]N1C(=O)CCC1=O.CCOC(C)=O. Product: [Br:17][C:7]1[C:6]([CH3:8])=[CH:5][C:4]([N:9]([CH3:10])[CH3:11])=[CH:3][C:2]=1[F:1]. The catalyst class is: 10.